Dataset: Forward reaction prediction with 1.9M reactions from USPTO patents (1976-2016). Task: Predict the product of the given reaction. (1) The product is: [Br:1][C:2]1[C:10]2[C:5](=[CH:6][CH:7]=[CH:8][CH:9]=2)[NH:4][C:3]=1[CH3:18]. Given the reactants [Br:1][C:2]1[C:10]2[C:5](=[CH:6][CH:7]=[CH:8][CH:9]=2)[N:4](C(OCCCC)=O)[C:3]=1[CH3:18].CC1NC2C(C=1)=CC=CC=2, predict the reaction product. (2) Given the reactants [CH3:1][O:2][C:3]1[CH:8]=[C:7]([Br:9])[CH:6]=[C:5]([O:10][CH3:11])[CH:4]=1.B(Br)(Br)Br.C([O-])([O-])=O.[K+].[K+].C(Br)[C:23]1[CH:28]=[CH:27][CH:26]=[CH:25][CH:24]=1, predict the reaction product. The product is: [CH2:1]([O:2][C:3]1[CH:8]=[C:7]([Br:9])[CH:6]=[C:5]([O:10][CH2:11][C:23]2[CH:24]=[CH:25][CH:26]=[CH:27][CH:28]=2)[CH:4]=1)[C:3]1[CH:8]=[CH:7][CH:6]=[CH:5][CH:4]=1. (3) Given the reactants S([O-])([O:4][CH2:5][C:6]([N+:14]([O-:16])=[O:15])([N+:11]([O-:13])=[O:12])[CH2:7][N:8]=[N+:9]=[N-:10])(=O)=O.[Na+].S(=O)(=O)(O)O, predict the reaction product. The product is: [N:8]([CH2:7][C:6]([N+:11]([O-:13])=[O:12])([N+:14]([O-:16])=[O:15])[CH2:5][OH:4])=[N+:9]=[N-:10]. (4) Given the reactants [CH3:1][S:2](Cl)(=[O:4])=[O:3].[NH2:6][C:7]1[C:8]([C:24]([NH2:26])=[O:25])=[N:9][N:10]([CH2:13][C:14]2[C:22]([Br:23])=[CH:21][C:17]3[O:18][CH2:19][O:20][C:16]=3[CH:15]=2)[C:11]=1[CH3:12].CCN(CC)CC.O, predict the reaction product. The product is: [Br:23][C:22]1[C:14]([CH2:13][N:10]2[C:11]([CH3:12])=[C:7]([NH:6][S:2]([CH3:1])(=[O:4])=[O:3])[C:8]([C:24]([NH2:26])=[O:25])=[N:9]2)=[CH:15][C:16]2[O:20][CH2:19][O:18][C:17]=2[CH:21]=1. (5) Given the reactants [CH3:1][C:2]1[CH:3]=[CH:4][C:5]([C:8]23[CH2:13][NH:12][CH2:11][CH:10]2[CH2:9]3)=[CH:6][CH:7]=1.C(N(CC)CC)C.[F:21][C:22]([F:33])([F:32])[CH2:23]OS(C(Cl)(Cl)Cl)(=O)=O, predict the reaction product. The product is: [C:2]1([CH3:1])[CH:7]=[CH:6][C:5]([C:8]23[CH2:9][CH:10]2[CH2:11][N:12]([CH2:23][C:22]([F:33])([F:32])[F:21])[CH2:13]3)=[CH:4][CH:3]=1.